From a dataset of Catalyst prediction with 721,799 reactions and 888 catalyst types from USPTO. Predict which catalyst facilitates the given reaction. (1) Reactant: [H-].[Na+].[NH:3]1[CH:7]=[C:6]([C:8]([O:10][CH2:11][CH3:12])=[O:9])[CH:5]=[N:4]1.[CH2:13](Br)[C:14]1[CH:19]=[CH:18][CH:17]=[CH:16][CH:15]=1. Product: [CH2:13]([N:3]1[CH:7]=[C:6]([C:8]([O:10][CH2:11][CH3:12])=[O:9])[CH:5]=[N:4]1)[C:14]1[CH:19]=[CH:18][CH:17]=[CH:16][CH:15]=1. The catalyst class is: 1. (2) Reactant: [OH:1][C@H:2]1[CH2:7][CH2:6][C@H:5]([N:8]2[C:16](=[O:17])[C:15]3[C:10](=[CH:11][CH:12]=[CH:13][CH:14]=3)[C:9]2=[O:18])[CH2:4][CH2:3]1.C1(P(C2C=CC=CC=2)C2C=CC=CC=2)C=CC=CC=1.[N+:38]([C:41]1[CH:49]=[CH:48][C:44]([C:45](O)=[O:46])=[CH:43][CH:42]=1)([O-:40])=[O:39].N(C(OC(C)C)=O)=NC(OC(C)C)=O. Product: [O:17]=[C:16]1[C:15]2[C:10](=[CH:11][CH:12]=[CH:13][CH:14]=2)[C:9](=[O:18])[N:8]1[C@@H:5]1[CH2:4][CH2:3][C@H:2]([O:1][C:45](=[O:46])[C:44]2[CH:43]=[CH:42][C:41]([N+:38]([O-:40])=[O:39])=[CH:49][CH:48]=2)[CH2:7][CH2:6]1. The catalyst class is: 1. (3) Reactant: [Cl:1][C:2]1[C:3]([NH2:19])=[CH:4][C:5]([CH3:18])=[C:6]([C:8]2[CH:13]=[CH:12][CH:11]=[CH:10][C:9]=2[C:14]([F:17])([F:16])[F:15])[CH:7]=1.[C:20]([O:23]C(=O)C)(=O)[CH3:21].[N+:27]([O-])([OH:29])=[O:28]. Product: [Cl:1][C:2]1[C:3]([NH:19][C:20](=[O:23])[CH3:21])=[C:4]([N+:27]([O-:29])=[O:28])[C:5]([CH3:18])=[C:6]([C:8]2[CH:13]=[CH:12][CH:11]=[CH:10][C:9]=2[C:14]([F:16])([F:17])[F:15])[CH:7]=1. The catalyst class is: 52. (4) Reactant: C[O:2][C:3]1[CH:8]=[CH:7][C:6]([C:9]2[C:17]3[O:16][CH:15]=[CH:14][C:13]=3[CH:12]=[C:11]([CH:18]=[O:19])[CH:10]=2)=[CH:5][CH:4]=1.Cl.N1C=CC=CC=1. Product: [OH:2][C:3]1[CH:8]=[CH:7][C:6]([C:9]2[C:17]3[O:16][CH:15]=[CH:14][C:13]=3[CH:12]=[C:11]([CH:18]=[O:19])[CH:10]=2)=[CH:5][CH:4]=1. The catalyst class is: 6. (5) Reactant: [C:1]([CH:3](OS(C)(=O)=O)[CH2:4][CH:5]1[CH2:10][CH2:9][N:8](C(OC(C)(C)C)=O)[CH2:7][CH2:6]1)#[N:2].FC(F)(F)C(O)=O. Product: [N:8]12[CH2:9][CH2:10][CH:5]([CH2:6][CH2:7]1)[CH2:4][CH:3]2[C:1]#[N:2]. The catalyst class is: 4.